Dataset: Forward reaction prediction with 1.9M reactions from USPTO patents (1976-2016). Task: Predict the product of the given reaction. (1) Given the reactants [CH2:1](O)[C:2]1[CH:10]=[CH:9][C:8]2[O:7][CH2:6][O:5][C:4]=2[CH:3]=1.[ClH:12], predict the reaction product. The product is: [CH2:1]([Cl:12])[C:2]1[CH:10]=[CH:9][C:8]2[O:7][CH2:6][O:5][C:4]=2[CH:3]=1. (2) Given the reactants C(O)C.[CH2:4]([CH:6]([C:9]1[CH:16]=[CH:15][C:12]([CH:13]=[O:14])=[CH:11][CH:10]=1)[CH2:7][CH3:8])[CH3:5].[BH4-].[K+].[Cl-].[Na+], predict the reaction product. The product is: [CH2:4]([CH:6]([C:9]1[CH:16]=[CH:15][C:12]([CH2:13][OH:14])=[CH:11][CH:10]=1)[CH2:7][CH3:8])[CH3:5].